Dataset: Reaction yield outcomes from USPTO patents with 853,638 reactions. Task: Predict the reaction yield, written as a fraction of the theoretical maximum amount of product (1.0 means a 100% yield; for example, 0.34 means a 34% yield). (1) The reactants are [CH:1]([C:3]1[N:8]=[N:7][C:6]2[O:9][CH2:10][CH2:11][O:12][C:5]=2[CH:4]=1)=C.I([O-])(=O)(=O)=[O:14].[Na+]. The catalyst is O1CCOCC1.O.[Os](=O)(=O)(=O)=O. The product is [N:7]1[C:6]2[O:9][CH2:10][CH2:11][O:12][C:5]=2[CH:4]=[C:3]([CH:1]=[O:14])[N:8]=1. The yield is 0.640. (2) The reactants are Cl[C:2]1[CH:7]=[C:6]([O:8][CH3:9])[N:5]=[CH:4][C:3]=1[C:10]1[N:11]([CH2:24][CH2:25][OH:26])[CH:12]=[C:13]([C:15]2[N:16]([CH:21]([CH3:23])[CH3:22])[N:17]=[C:18]([CH3:20])[N:19]=2)[N:14]=1.[H-].[Na+].O. The catalyst is CN(C=O)C. The product is [CH:21]([N:16]1[C:15]([C:13]2[N:14]=[C:10]3[N:11]([CH2:24][CH2:25][O:26][C:2]4[CH:7]=[C:6]([O:8][CH3:9])[N:5]=[CH:4][C:3]=43)[CH:12]=2)=[N:19][C:18]([CH3:20])=[N:17]1)([CH3:23])[CH3:22]. The yield is 0.500. (3) The reactants are [CH3:1][C:2]1([NH:5][C:6]2[N:11]=[C:10]([S:12][CH3:13])[C:9]([C:14]([NH2:16])=[O:15])=[CH:8][N:7]=2)[CH2:4][CH2:3]1.C1(C2[O:25]N2S(C2C=CC=CC=2)(=O)=O)C=CC=CC=1.C(OCC)(=O)C. The catalyst is C(Cl)(Cl)Cl. The product is [CH3:1][C:2]1([NH:5][C:6]2[N:11]=[C:10]([S:12]([CH3:13])=[O:25])[C:9]([C:14]([NH2:16])=[O:15])=[CH:8][N:7]=2)[CH2:4][CH2:3]1. The yield is 0.744. (4) The reactants are [CH2:1]([O:8][C:9]1[CH:14]=[CH:13][C:12]([C:15]2[CH:16]=[N:17][C:18]3[N:19]([N:27]=[CH:28][C:29]=3[C:30]#[N:31])[C:20]=2[N:21]2[CH2:26][CH2:25][O:24][CH2:23][CH2:22]2)=[CH:11][CH:10]=1)[C:2]1[CH:7]=[CH:6][CH:5]=[CH:4][CH:3]=1.Cl.C(N(CC)CC)C.[N-:40]=[N+:41]=[N-:42].[Na+]. The catalyst is C1(C)C=CC=CC=1.CN(C)C=O. The product is [CH2:1]([O:8][C:9]1[CH:10]=[CH:11][C:12]([C:15]2[CH:16]=[N:17][C:18]3[N:19]([N:27]=[CH:28][C:29]=3[C:30]3[NH:42][N:41]=[N:40][N:31]=3)[C:20]=2[N:21]2[CH2:22][CH2:23][O:24][CH2:25][CH2:26]2)=[CH:13][CH:14]=1)[C:2]1[CH:7]=[CH:6][CH:5]=[CH:4][CH:3]=1. The yield is 0.380. (5) The catalyst is CO. The product is [Si:1]([O:8][C@@H:9]1[C@@:37]2([CH3:38])[C:13](=[CH:14][CH:15]=[C:16]3[C@@H:36]2[CH2:35][CH2:34][C@@:33]2([CH3:39])[C@H:17]3[CH2:18][CH:19]=[C:20]2[C@@H:21]([S:23][CH2:24][CH2:43][CH2:44][C:45]([CH3:55])([O:47][Si:48]([CH2:49][CH3:50])([CH2:53][CH3:54])[CH2:51][CH3:52])[CH3:46])[CH3:22])[CH2:12][C@@H:11]([OH:40])[CH2:10]1)([C:4]([CH3:7])([CH3:6])[CH3:5])([CH3:2])[CH3:3]. The yield is 0.590. The reactants are [Si:1]([O:8][C@@H:9]1[C@@:37]2([CH3:38])[C:13](=[CH:14][CH:15]=[C:16]3[C@@H:36]2[CH2:35][CH2:34][C@@:33]2([CH3:39])[C@H:17]3[CH2:18][CH:19]=[C:20]2[C@@H:21]([S:23][C:24](OC2C=CC=CC=2)=O)[CH3:22])[CH2:12][C@@H:11]([OH:40])[CH2:10]1)([C:4]([CH3:7])([CH3:6])[CH3:5])([CH3:3])[CH3:2].BrC[CH2:43][CH2:44][C:45]([CH3:55])([O:47][Si:48]([CH2:53][CH3:54])([CH2:51][CH3:52])[CH2:49][CH3:50])[CH3:46].O1CCCC1.[OH-].[K+]. (6) The reactants are [CH:1]1([C:4]2[C:5]([CH2:14][O:15][C:16]3[CH:21]=[C:20]([Cl:22])[CH:19]=[C:18]([Cl:23])[CH:17]=3)=[CH:6][C:7]([F:13])=[C:8]([CH:12]=2)[C:9](O)=[O:10])[CH2:3][CH2:2]1.Cl.C(N=C=NCCCN(C)C)C.[N:36]1([S:40]([NH2:43])(=[O:42])=[O:41])[CH2:39][CH2:38][CH2:37]1. The catalyst is ClCCl.CN(C)C1C=CN=CC=1.C(OCC)(=O)C. The product is [N:36]1([S:40]([NH:43][C:9](=[O:10])[C:8]2[CH:12]=[C:4]([CH:1]3[CH2:3][CH2:2]3)[C:5]([CH2:14][O:15][C:16]3[CH:21]=[C:20]([Cl:22])[CH:19]=[C:18]([Cl:23])[CH:17]=3)=[CH:6][C:7]=2[F:13])(=[O:42])=[O:41])[CH2:39][CH2:38][CH2:37]1. The yield is 0.610.